From a dataset of Reaction yield outcomes from USPTO patents with 853,638 reactions. Predict the reaction yield, written as a fraction of the theoretical maximum amount of product (1.0 means a 100% yield; for example, 0.34 means a 34% yield). (1) The reactants are [NH2:1][C:2]1[N:7]=[CH:6][C:5]([CH2:8][CH:9]([CH2:13][C:14]([N:16]([CH2:25][C:26]2[CH:31]=[CH:30][CH:29]=[CH:28][CH:27]=2)[O:17]CC2C=CC=CC=2)=[O:15])[C:10]([OH:12])=[O:11])=[CH:4][CH:3]=1. The catalyst is CO.[Pd]. The product is [NH2:1][C:2]1[N:7]=[CH:6][C:5]([CH2:8][CH:9]([CH2:13][C:14]([N:16]([CH2:25][C:26]2[CH:27]=[CH:28][CH:29]=[CH:30][CH:31]=2)[OH:17])=[O:15])[C:10]([OH:12])=[O:11])=[CH:4][CH:3]=1. The yield is 0.220. (2) The reactants are [CH3:1][O:2][C:3]([C:5]1[C:13]2[N:12]=[C:11]([NH2:14])[NH:10][C:9]=2[CH:8]=[C:7]([N+:15]([O-:17])=[O:16])[CH:6]=1)=[O:4].[CH:18]1[C:27]2[C:22](=[CH:23][CH:24]=[CH:25][CH:26]=2)[CH:21]=[C:20]([C:28](O)=[O:29])[N:19]=1.CN(C(ON1N=NC2C=CC=CC1=2)=[N+](C)C)C.F[P-](F)(F)(F)(F)F. No catalyst specified. The product is [CH3:1][O:2][C:3]([C:5]1[C:13]2[N:12]=[C:11]([NH:14][C:28]([C:20]3[N:19]=[CH:18][C:27]4[C:22]([CH:21]=3)=[CH:23][CH:24]=[CH:25][CH:26]=4)=[O:29])[NH:10][C:9]=2[CH:8]=[C:7]([N+:15]([O-:17])=[O:16])[CH:6]=1)=[O:4]. The yield is 0.800.